This data is from Full USPTO retrosynthesis dataset with 1.9M reactions from patents (1976-2016). The task is: Predict the reactants needed to synthesize the given product. (1) Given the product [Si:15]([O:14][CH2:13][C@H:12]([CH3:22])[CH2:11][N:1]1[C:9]2[C:4](=[CH:5][CH:6]=[CH:7][CH:8]=2)[CH:3]=[N:2]1)([C:18]([CH3:19])([CH3:20])[CH3:21])([CH3:16])[CH3:17], predict the reactants needed to synthesize it. The reactants are: [NH:1]1[C:9]2[C:4](=[CH:5][CH:6]=[CH:7][CH:8]=2)[CH:3]=[N:2]1.Br[CH2:11][C@@H:12]([CH3:22])[CH2:13][O:14][Si:15]([C:18]([CH3:21])([CH3:20])[CH3:19])([CH3:17])[CH3:16].C([O-])([O-])=O.[Cs+].[Cs+].O. (2) Given the product [F:1][C:2]1[CH:3]=[C:4]([CH:49]=[C:50]([F:52])[CH:51]=1)[CH2:5][N:6]1[CH:10]=[C:9]([C:11]2[C:19]3[C:14](=[N:15][CH:16]=[C:17]([C:20]4[CH:25]=[N:24][C:23]([N:26]5[CH2:27][CH2:28][NH:29][CH2:30][CH2:31]5)=[CH:22][CH:21]=4)[CH:18]=3)[N:13]([S:39]([C:42]3[CH:43]=[CH:44][C:45]([CH3:46])=[CH:47][CH:48]=3)(=[O:40])=[O:41])[CH:12]=2)[CH:8]=[N:7]1, predict the reactants needed to synthesize it. The reactants are: [F:1][C:2]1[CH:3]=[C:4]([CH:49]=[C:50]([F:52])[CH:51]=1)[CH2:5][N:6]1[CH:10]=[C:9]([C:11]2[C:19]3[C:14](=[N:15][CH:16]=[C:17]([C:20]4[CH:21]=[CH:22][C:23]([N:26]5[CH2:31][CH2:30][N:29](C(OC(C)(C)C)=O)[CH2:28][CH2:27]5)=[N:24][CH:25]=4)[CH:18]=3)[N:13]([S:39]([C:42]3[CH:48]=[CH:47][C:45]([CH3:46])=[CH:44][CH:43]=3)(=[O:41])=[O:40])[CH:12]=2)[CH:8]=[N:7]1. (3) Given the product [CH:20]([CH:22]1[C:24](=[O:25])[C:10]2[C:14]([C:13]([O:12][CH3:11])=[O:18])=[CH:15][CH:16]=[CH:17][C:9]=2[NH:8][CH:1]1[C:2]1[CH:7]=[CH:6][CH:5]=[CH:4][CH:3]=1)([CH3:21])[CH3:19], predict the reactants needed to synthesize it. The reactants are: [CH:1](=[N:8][C:9]1[CH:17]=[CH:16][CH:15]=[C:14]2[C:10]=1[CH2:11][O:12][C:13]2=[O:18])[C:2]1[CH:7]=[CH:6][CH:5]=[CH:4][CH:3]=1.[CH:19](=O)[CH:20]([CH3:22])[CH3:21].[CH3:24][O-:25].[Na+].